Regression/Classification. Given a drug SMILES string, predict its toxicity properties. Task type varies by dataset: regression for continuous values (e.g., LD50, hERG inhibition percentage) or binary classification for toxic/non-toxic outcomes (e.g., AMES mutagenicity, cardiotoxicity, hepatotoxicity). Dataset: ames. From a dataset of Ames mutagenicity test results for genotoxicity prediction. The molecule is Cc1ccc(N)c(S(=O)(=O)O)c1. The result is 0 (non-mutagenic).